Dataset: Peptide-MHC class I binding affinity with 185,985 pairs from IEDB/IMGT. Task: Regression. Given a peptide amino acid sequence and an MHC pseudo amino acid sequence, predict their binding affinity value. This is MHC class I binding data. (1) The peptide sequence is SLRAEDTA. The MHC is HLA-A02:01 with pseudo-sequence HLA-A02:01. The binding affinity (normalized) is 0. (2) The peptide sequence is RIRQGLERA. The binding affinity (normalized) is 0.116. The MHC is HLA-A02:01 with pseudo-sequence HLA-A02:01. (3) The peptide sequence is TSIGDKMQK. The MHC is HLA-A24:02 with pseudo-sequence HLA-A24:02. The binding affinity (normalized) is 0.550. (4) The peptide sequence is SARTNCLAV. The MHC is HLA-B48:01 with pseudo-sequence HLA-B48:01. The binding affinity (normalized) is 0.0847. (5) The peptide sequence is RYRFAFLYLL. The MHC is HLA-A26:01 with pseudo-sequence HLA-A26:01. The binding affinity (normalized) is 0. (6) The peptide sequence is FAIVPPLQI. The MHC is HLA-B51:01 with pseudo-sequence HLA-B51:01. The binding affinity (normalized) is 0.516. (7) The MHC is H-2-Kb with pseudo-sequence H-2-Kb. The binding affinity (normalized) is 0. The peptide sequence is YGLVQQSHYA. (8) The peptide sequence is NTDDFPLTL. The MHC is HLA-A01:01 with pseudo-sequence HLA-A01:01. The binding affinity (normalized) is 0.947. (9) The peptide sequence is MDISTSDIS. The MHC is HLA-B18:01 with pseudo-sequence HLA-B18:01. The binding affinity (normalized) is 0. (10) The peptide sequence is RGRKPIFRK. The MHC is HLA-A02:19 with pseudo-sequence HLA-A02:19. The binding affinity (normalized) is 0.0847.